This data is from Full USPTO retrosynthesis dataset with 1.9M reactions from patents (1976-2016). The task is: Predict the reactants needed to synthesize the given product. Given the product [CH3:1][O:2][C:3]([C:5]1[N:6]=[CH:7][C:8]([NH2:11])=[CH:9][N:10]=1)=[O:4], predict the reactants needed to synthesize it. The reactants are: [CH3:1][O:2][C:3]([C:5]1[N:10]=[CH:9][C:8]([N:11]=C(C2C=CC=CC=2)C2C=CC=CC=2)=[CH:7][N:6]=1)=[O:4].C([O-])(=O)C.[Na+].Cl.NO.